Dataset: Reaction yield outcomes from USPTO patents with 853,638 reactions. Task: Predict the reaction yield, written as a fraction of the theoretical maximum amount of product (1.0 means a 100% yield; for example, 0.34 means a 34% yield). (1) The reactants are C=[C:2]1[CH2:5][CH:4]([C:6](O)=O)[CH2:3]1.CC[N:11]([CH2:14]C)CC.C1C=CC(P(N=[N+]=[N-])(C2C=CC=CC=2)=[O:23])=CC=1.[C:33]([OH:37])([CH3:36])([CH3:35])[CH3:34]. No catalyst specified. The product is [CH2:6]=[C:4]1[CH2:3][CH:2]([NH:11][C:14](=[O:23])[O:37][C:33]([CH3:36])([CH3:35])[CH3:34])[CH2:5]1. The yield is 0.770. (2) The reactants are [H-].[Al+3].[Li+].[H-].[H-].[H-].[O:7]1[C:11]2([CH2:15][CH2:14][CH2:13][CH:12]2[C:16](OC)=[O:17])[O:10][CH2:9][CH2:8]1.O.[OH-].[Na+]. The catalyst is C(OCC)C. The product is [O:7]1[C:11]2([CH2:15][CH2:14][CH2:13][CH:12]2[CH2:16][OH:17])[O:10][CH2:9][CH2:8]1. The yield is 0.724. (3) The reactants are S(O[CH2:12][CH2:13][O:14][CH2:15][CH2:16][O:17][CH2:18][CH2:19][O:20][CH2:21][CH2:22][O:23][CH2:24][CH2:25][O:26][CH2:27][CH2:28][O:29][CH2:30][CH2:31][O:32][CH2:33][CH2:34][O:35][CH2:36][CH2:37][O:38][CH2:39][CH2:40][O:41][CH2:42][CH2:43][O:44][CH2:45][CH2:46][O:47][CH2:48][CH2:49][C:50]([O:52][CH3:53])=[O:51])(C1C=CC(C)=CC=1)(=O)=O.[NH2:54][C:55]1[CH:56]=[C:57]([CH2:63][OH:64])[CH:58]=[C:59]([CH2:61][OH:62])[CH:60]=1.C(=O)([O-])[O-].[K+].[K+]. The catalyst is CN(C=O)C. The product is [OH:62][CH2:61][C:59]1[CH:60]=[C:55]([NH:54][CH2:12][CH2:13][O:14][CH2:15][CH2:16][O:17][CH2:18][CH2:19][O:20][CH2:21][CH2:22][O:23][CH2:24][CH2:25][O:26][CH2:27][CH2:28][O:29][CH2:30][CH2:31][O:32][CH2:33][CH2:34][O:35][CH2:36][CH2:37][O:38][CH2:39][CH2:40][O:41][CH2:42][CH2:43][O:44][CH2:45][CH2:46][O:47][CH2:48][CH2:49][C:50]([O:52][CH3:53])=[O:51])[CH:56]=[C:57]([CH2:63][OH:64])[CH:58]=1. The yield is 0.420. (4) The reactants are [CH2:1]([O:8][C:9]1[CH:14]=[CH:13][C:12]([C:15]2[CH:20]=[C:19]([NH:21][C@H:22]([C:30]([O:32]CC)=[O:31])[CH2:23][C:24]3[CH:29]=[CH:28][CH:27]=[CH:26][CH:25]=3)[CH:18]=[CH:17][N:16]=2)=[CH:11][CH:10]=1)[C:2]1[CH:7]=[CH:6][CH:5]=[CH:4][CH:3]=1.[OH-].[Na+].Cl. The catalyst is CO.O1CCCC1. The product is [CH2:1]([O:8][C:9]1[CH:10]=[CH:11][C:12]([C:15]2[CH:20]=[C:19]([NH:21][C@H:22]([C:30]([OH:32])=[O:31])[CH2:23][C:24]3[CH:29]=[CH:28][CH:27]=[CH:26][CH:25]=3)[CH:18]=[CH:17][N:16]=2)=[CH:13][CH:14]=1)[C:2]1[CH:7]=[CH:6][CH:5]=[CH:4][CH:3]=1. The yield is 0.710. (5) The reactants are [F:1][C:2]1[C:32]([NH:33][S:34]([CH2:37][CH2:38][CH3:39])(=[O:36])=[O:35])=[CH:31][CH:30]=[C:29]([F:40])[C:3]=1[C:4]([NH:6][C:7]1[CH:8]=[C:9]2[C:15]([CH:16]3[CH2:21][CH2:20][N:19](C(OC(C)(C)C)=O)[CH2:18][CH2:17]3)=[N:14][NH:13][C:10]2=[N:11][CH:12]=1)=[O:5].[ClH:41].O1CCOCC1. No catalyst specified. The product is [ClH:41].[F:1][C:2]1[C:32]([NH:33][S:34]([CH2:37][CH2:38][CH3:39])(=[O:36])=[O:35])=[CH:31][CH:30]=[C:29]([F:40])[C:3]=1[C:4]([NH:6][C:7]1[CH:8]=[C:9]2[C:15]([CH:16]3[CH2:21][CH2:20][NH:19][CH2:18][CH2:17]3)=[N:14][NH:13][C:10]2=[N:11][CH:12]=1)=[O:5]. The yield is 0.830. (6) The reactants are [C:1]([N:4]1[C:13]2[C:8](=[CH:9][C:10](Br)=[CH:11][CH:12]=2)[C@H:7]([NH:15][C:16](=[O:25])[O:17][CH2:18][C:19]2[CH:24]=[CH:23][CH:22]=[CH:21][CH:20]=2)[C@@H:6]([CH3:26])[C@@H:5]1[CH3:27])(=[O:3])[CH3:2].[NH:28]1[CH2:33][CH2:32][CH:31]([NH:34][C:35](=[O:41])[O:36][C:37]([CH3:40])([CH3:39])[CH3:38])[CH2:30][CH2:29]1.CN(C1C(C2C(P(C3CCCCC3)C3CCCCC3)=CC=CC=2)=CC=CC=1)C.CC(C)([O-])C.[Na+]. The catalyst is O1CCOCC1.C1C=CC(/C=C/C(/C=C/C2C=CC=CC=2)=O)=CC=1.C1C=CC(/C=C/C(/C=C/C2C=CC=CC=2)=O)=CC=1.C1C=CC(/C=C/C(/C=C/C2C=CC=CC=2)=O)=CC=1.[Pd].[Pd]. The product is [C:1]([N:4]1[C:13]2[C:8](=[CH:9][C:10]([N:28]3[CH2:29][CH2:30][CH:31]([NH:34][C:35](=[O:41])[O:36][C:37]([CH3:39])([CH3:38])[CH3:40])[CH2:32][CH2:33]3)=[CH:11][CH:12]=2)[C@H:7]([NH:15][C:16]([O:17][CH2:18][C:19]2[CH:24]=[CH:23][CH:22]=[CH:21][CH:20]=2)=[O:25])[C@@H:6]([CH3:26])[C@@H:5]1[CH3:27])(=[O:3])[CH3:2]. The yield is 0.150.